From a dataset of Reaction yield outcomes from USPTO patents with 853,638 reactions. Predict the reaction yield, written as a fraction of the theoretical maximum amount of product (1.0 means a 100% yield; for example, 0.34 means a 34% yield). (1) The reactants are Br[C:2]1[C:7]([O:8][CH:9]([CH3:11])[CH3:10])=[CH:6][CH:5]=[CH:4][C:3]=1[C:12]1[C:17]([CH3:18])=[CH:16][C:15]([CH3:19])=[C:14]([C:20]2[CH:25]=[CH:24][CH:23]=[CH:22][CH:21]=2)[C:13]=1[CH3:26].C(OCCCC)CCC.[Li]C(C)(C)C.[C:41]([P:45]([C:47]([CH3:50])([CH3:49])[CH3:48])Cl)([CH3:44])([CH3:43])[CH3:42].[NH4+].[OH-]. The catalyst is Cl[Cu].CCOC(C)=O. The product is [C:41]([P:45]([C:47]([CH3:50])([CH3:49])[CH3:48])[C:2]1[C:7]([O:8][CH:9]([CH3:11])[CH3:10])=[CH:6][CH:5]=[CH:4][C:3]=1[C:12]1[C:17]([CH3:18])=[CH:16][C:15]([CH3:19])=[C:14]([C:20]2[CH:25]=[CH:24][CH:23]=[CH:22][CH:21]=2)[C:13]=1[CH3:26])([CH3:44])([CH3:43])[CH3:42]. The yield is 0.630. (2) The reactants are [CH3:1][O:2][C:3]1[CH:42]=[CH:41][C:6]([CH2:7][N:8]([CH2:32][C:33]2[CH:38]=[CH:37][C:36]([O:39][CH3:40])=[CH:35][CH:34]=2)[C:9]([C:11]2[CH:16]=[C:15]([N:17]3[CH2:21][CH:20]([C:22]4[CH:27]=[CH:26][C:25]([O:28][CH3:29])=[C:24]([OH:30])[CH:23]=4)[CH2:19][C:18]3=[O:31])[CH:14]=[CH:13][N:12]=2)=[O:10])=[CH:5][CH:4]=1.[CH3:43][C:44]1[CH:49]=[CH:48][CH:47]=[C:46]([CH3:50])[C:45]=1B(O)O.N1C=CC=CC=1. The catalyst is C(Cl)Cl.CC([O-])=O.CC([O-])=O.[Cu+2]. The product is [CH3:1][O:2][C:3]1[CH:4]=[CH:5][C:6]([CH2:7][N:8]([CH2:32][C:33]2[CH:34]=[CH:35][C:36]([O:39][CH3:40])=[CH:37][CH:38]=2)[C:9]([C:11]2[CH:16]=[C:15]([N:17]3[CH2:21][CH:20]([C:22]4[CH:27]=[CH:26][C:25]([O:28][CH3:29])=[C:24]([O:30][C:45]5[C:46]([CH3:50])=[CH:47][CH:48]=[CH:49][C:44]=5[CH3:43])[CH:23]=4)[CH2:19][C:18]3=[O:31])[CH:14]=[CH:13][N:12]=2)=[O:10])=[CH:41][CH:42]=1. The yield is 0.730.